Dataset: Forward reaction prediction with 1.9M reactions from USPTO patents (1976-2016). Task: Predict the product of the given reaction. (1) Given the reactants [NH2:1][CH2:2][CH2:3][CH2:4][NH:5][N:6]1[C:18]2[C:17]3[CH:16]=[CH:15][CH:14]=[CH:13][C:12]=3[N:11]=[C:10]([NH2:19])[C:9]=2[N:8]=[C:7]1[CH2:20][O:21][CH2:22][CH3:23].C(N(CC)CC)C.[CH3:31][S:32](Cl)(=[O:34])=[O:33].C(Cl)(Cl)Cl, predict the reaction product. The product is: [NH2:19][C:10]1[C:9]2[N:8]=[C:7]([CH2:20][O:21][CH2:22][CH3:23])[N:6]([NH:5][CH2:4][CH2:3][CH2:2][NH:1][S:32]([CH3:31])(=[O:34])=[O:33])[C:18]=2[C:17]2[CH:16]=[CH:15][CH:14]=[CH:13][C:12]=2[N:11]=1. (2) Given the reactants [CH3:1][O:2][C:3]1[CH:4]=[C:5]([CH:9]2[CH2:14][CH2:13][NH:12][CH2:11][CH2:10]2)[CH:6]=[CH:7][CH:8]=1.[CH3:15][O:16][C:17](=[O:20])[CH2:18]Br.C(N(C(C)C)CC)(C)C, predict the reaction product. The product is: [CH3:15][O:16][C:17](=[O:20])[CH2:18][N:12]1[CH2:13][CH2:14][CH:9]([C:5]2[CH:6]=[CH:7][CH:8]=[C:3]([O:2][CH3:1])[CH:4]=2)[CH2:10][CH2:11]1.